This data is from Peptide-MHC class II binding affinity with 134,281 pairs from IEDB. The task is: Regression. Given a peptide amino acid sequence and an MHC pseudo amino acid sequence, predict their binding affinity value. This is MHC class II binding data. (1) The binding affinity (normalized) is 0.608. The peptide sequence is RCLVKEIPPRLLYAK. The MHC is DRB1_0901 with pseudo-sequence DRB1_0901. (2) The peptide sequence is NAQRFGISNYCQI. The MHC is HLA-DQA10401-DQB10402 with pseudo-sequence HLA-DQA10401-DQB10402. The binding affinity (normalized) is 0.207. (3) The peptide sequence is TPFPHRKGVLFNIQYVNYWF. The MHC is DRB1_0405 with pseudo-sequence DRB1_0405. The binding affinity (normalized) is 0.536. (4) The peptide sequence is EAKYDAYVATLSEALRIIAG. The MHC is HLA-DPA10103-DPB10401 with pseudo-sequence HLA-DPA10103-DPB10401. The binding affinity (normalized) is 0.310.